The task is: Predict the reactants needed to synthesize the given product.. This data is from Full USPTO retrosynthesis dataset with 1.9M reactions from patents (1976-2016). (1) Given the product [C:27]([NH:1][CH:2]([C:7]1[CH:12]=[CH:11][C:10]([Cl:13])=[C:9]([Cl:14])[CH:8]=1)[CH2:3][C:4]([OH:6])=[O:5])([O:26][C:23]([CH3:25])([CH3:24])[CH3:22])=[O:28], predict the reactants needed to synthesize it. The reactants are: [NH2:1][CH:2]([C:7]1[CH:12]=[CH:11][C:10]([Cl:13])=[C:9]([Cl:14])[CH:8]=1)[CH2:3][C:4]([OH:6])=[O:5].C(N(CC)CC)C.[CH3:22][C:23]([O:26][C:27](O[C:27]([O:26][C:23]([CH3:25])([CH3:24])[CH3:22])=[O:28])=[O:28])([CH3:25])[CH3:24]. (2) Given the product [Cl:1][C:2]1[CH:3]=[C:4]2[C:9](=[C:10]([Cl:12])[CH:11]=1)[CH2:8][N:7]([CH3:13])[CH2:6][CH:5]2[C:14]1[CH:15]=[C:16]([CH:22]=[CH:23][CH:24]=1)[C:17]([OH:19])=[O:18], predict the reactants needed to synthesize it. The reactants are: [Cl:1][C:2]1[CH:3]=[C:4]2[C:9](=[C:10]([Cl:12])[CH:11]=1)[CH2:8][N:7]([CH3:13])[CH2:6][CH:5]2[C:14]1[CH:15]=[C:16]([CH:22]=[CH:23][CH:24]=1)[C:17]([O:19]CC)=[O:18].[OH-].[K+].